Dataset: Catalyst prediction with 721,799 reactions and 888 catalyst types from USPTO. Task: Predict which catalyst facilitates the given reaction. (1) Reactant: [NH2:1][CH2:2][CH:3]1[CH2:6][N:5]([C:7]2[N:12]=[C:11]([NH:13][C@H:14]([C:16]3[CH:21]=[CH:20][C:19]([F:22])=[CH:18][CH:17]=3)[CH3:15])[N:10]=[C:9]([NH:23][C:24]3[CH:29]=[N:28][CH:27]=[CH:26][N:25]=3)[CH:8]=2)[CH2:4]1.[CH2:30]([S:32](Cl)(=[O:34])=[O:33])[CH3:31].C(N(CC)C(C)C)(C)C. Product: [F:22][C:19]1[CH:18]=[CH:17][C:16]([C@@H:14]([NH:13][C:11]2[N:12]=[C:7]([N:5]3[CH2:4][CH:3]([CH2:2][NH:1][S:32]([CH2:30][CH3:31])(=[O:34])=[O:33])[CH2:6]3)[CH:8]=[C:9]([NH:23][C:24]3[CH:29]=[N:28][CH:27]=[CH:26][N:25]=3)[N:10]=2)[CH3:15])=[CH:21][CH:20]=1. The catalyst class is: 26. (2) Reactant: [CH3:1][C:2]1[C:7]2[C:8]([C:11](N)=[O:12])=[N:9][S:10][C:6]=2[CH:5]=[C:4]([CH3:14])[CH:3]=1.[OH-:15].[K+].Cl. Product: [CH3:1][C:2]1[C:7]2[C:8]([C:11]([OH:15])=[O:12])=[N:9][S:10][C:6]=2[CH:5]=[C:4]([CH3:14])[CH:3]=1. The catalyst class is: 88. (3) Reactant: [N:1]([CH:4]([C:26]1[CH:31]=[CH:30][CH:29]=[CH:28][CH:27]=1)[C:5]1[CH:6]=[C:7]([CH:22]=[C:23]([Br:25])[CH:24]=1)[O:8][CH2:9][CH2:10][CH2:11][CH2:12][CH2:13][CH2:14][CH2:15][CH2:16][CH:17]1[O:21][CH2:20][CH2:19][O:18]1)=[N+]=[N-].C1(P(C2C=CC=CC=2)C2C=CC=CC=2)C=CC=CC=1. The catalyst class is: 30. Product: [O:18]1[CH2:19][CH2:20][O:21][CH:17]1[CH2:16][CH2:15][CH2:14][CH2:13][CH2:12][CH2:11][CH2:10][CH2:9][O:8][C:7]1[CH:6]=[C:5]([CH:4]([C:26]2[CH:27]=[CH:28][CH:29]=[CH:30][CH:31]=2)[NH2:1])[CH:24]=[C:23]([Br:25])[CH:22]=1. (4) Reactant: [C:1]([O:5][C:6]([N:8]([CH3:41])[CH2:9][CH2:10][N:11]([CH2:13][C:14]1[C:15]([C:25]2[CH2:30][CH2:29][N:28](C(OCC3C=CC=CC=3)=O)[CH2:27][CH:26]=2)=[N:16][N:17]([CH:19]2[CH2:24][CH2:23][CH2:22][CH2:21][O:20]2)[CH:18]=1)[CH3:12])=[O:7])([CH3:4])([CH3:3])[CH3:2].[H][H]. Product: [CH3:41][N:8]([CH2:9][CH2:10][N:11]([CH3:12])[CH2:13][C:14]1[C:15]([CH:25]2[CH2:30][CH2:29][NH:28][CH2:27][CH2:26]2)=[N:16][N:17]([CH:19]2[CH2:24][CH2:23][CH2:22][CH2:21][O:20]2)[CH:18]=1)[C:6](=[O:7])[O:5][C:1]([CH3:4])([CH3:3])[CH3:2]. The catalyst class is: 43. (5) Reactant: [C:1]([O:5][C:6](=[O:41])[N:7]([CH2:30][C:31]1[CH:40]=[CH:39][C:34]2[O:35][CH2:36][CH2:37][O:38][C:33]=2[CH:32]=1)[CH:8]1[CH2:13][CH2:12][N:11]([CH2:14][CH2:15][N:16]2[C:25]3[C:20](=[C:21]([N+:26]([O-])=O)[CH:22]=[CH:23][CH:24]=3)[CH:19]=[CH:18][C:17]2=[O:29])[CH2:10][CH2:9]1)([CH3:4])([CH3:3])[CH3:2]. Product: [C:1]([O:5][C:6](=[O:41])[N:7]([CH2:30][C:31]1[CH:40]=[CH:39][C:34]2[O:35][CH2:36][CH2:37][O:38][C:33]=2[CH:32]=1)[CH:8]1[CH2:9][CH2:10][N:11]([CH2:14][CH2:15][N:16]2[C:25]3[C:20](=[C:21]([NH2:26])[CH:22]=[CH:23][CH:24]=3)[CH:19]=[CH:18][C:17]2=[O:29])[CH2:12][CH2:13]1)([CH3:4])([CH3:2])[CH3:3]. The catalyst class is: 43. (6) Reactant: [NH2:1][C:2]1[C:7]([N+:8]([O-:10])=[O:9])=[C:6](Cl)[C:5]([Br:12])=[CH:4][N:3]=1.[CH:13]1([CH2:16][N:17]2[CH2:22][CH2:21][NH:20][CH2:19][CH2:18]2)[CH2:15][CH2:14]1.C(N(C(C)C)CC)(C)C. The catalyst class is: 32. Product: [Br:12][C:5]1[C:6]([N:20]2[CH2:21][CH2:22][N:17]([CH2:16][CH:13]3[CH2:15][CH2:14]3)[CH2:18][CH2:19]2)=[C:7]([N+:8]([O-:10])=[O:9])[C:2]([NH2:1])=[N:3][CH:4]=1.